This data is from Full USPTO retrosynthesis dataset with 1.9M reactions from patents (1976-2016). The task is: Predict the reactants needed to synthesize the given product. The reactants are: Cl.[Cl:2][C:3]1[CH:4]=[C:5]([C:10]23[CH:15]([CH2:16][O:17][CH2:18][CH3:19])[CH:14]2[CH2:13][N:12]([CH3:20])[CH2:11]3)[CH:6]=[CH:7][C:8]=1[Cl:9]. Given the product [ClH:2].[Cl:2][C:3]1[CH:4]=[C:5]([C:10]23[CH:15]([CH2:16][O:17][CH2:18][CH3:19])[CH:14]2[CH2:13][N:12]([CH3:20])[CH2:11]3)[CH:6]=[CH:7][C:8]=1[Cl:9], predict the reactants needed to synthesize it.